This data is from Catalyst prediction with 721,799 reactions and 888 catalyst types from USPTO. The task is: Predict which catalyst facilitates the given reaction. (1) Reactant: [N:1]1([C:19]([O:21][C:22]([CH3:25])([CH3:24])[CH3:23])=[O:20])[CH2:6][CH2:5][N:4]([C:7]([O:9][C:10]2[CH:15]=[CH:14][C:13](C=O)=[C:12]([OH:18])[CH:11]=2)=[O:8])[CH2:3][CH2:2]1.[Cl:26][C:27]1[C:32]2[N:33]=[C:34]([CH2:36][C:37]([O:39]CC)=O)[S:35][C:31]=2[CH:30]=[CH:29][CH:28]=1.N1CCCC[CH2:43]1.C(O)(=O)C. Product: [N:1]1([C:19]([O:21][C:22]([CH3:23])([CH3:24])[CH3:25])=[O:20])[CH2:2][CH2:3][N:4]([C:7]([O:9][C:10]2[CH:11]=[C:12]3[C:13]([CH:43]=[C:36]([C:34]4[S:35][C:31]5[CH:30]=[CH:29][CH:28]=[C:27]([Cl:26])[C:32]=5[N:33]=4)[C:37](=[O:39])[O:18]3)=[CH:14][CH:15]=2)=[O:8])[CH2:5][CH2:6]1. The catalyst class is: 14. (2) Reactant: [C:1]([C:4]1[S:5]C(Br)=C[CH:8]=1)(=O)[CH3:2].[Br:10][C:11]1[S:15][C:14]([C:16]([CH2:18][C:19]#[N:20])=[O:17])=[CH:13][CH:12]=1.N1CCOCC1.[S]. Product: [NH2:20][C:19]1[S:5][C:4]([CH3:8])=[C:1]([CH3:2])[C:18]=1[C:16]([C:14]1[S:15][C:11]([Br:10])=[CH:12][CH:13]=1)=[O:17]. The catalyst class is: 131. (3) The catalyst class is: 196. Product: [Br:1][C:2]1[CH:10]=[CH:9][CH:8]=[C:7]2[C:3]=1[C:4]([CH:11]([CH3:14])[C:12]([OH:20])=[O:15])=[CH:5][NH:6]2. Reactant: [Br:1][C:2]1[CH:10]=[CH:9][CH:8]=[C:7]2[C:3]=1[C:4]([CH:11]([CH3:14])[C:12]#N)=[CH:5][NH:6]2.[OH-:15].[K+].Cl.C([OH:20])C. (4) Reactant: [CH3:1][O:2][C:3](=[O:12])[C:4]1[CH:9]=[CH:8][C:7]([O:10][CH3:11])=[CH:6][CH:5]=1.[CH3:13][C:14]1[CH:22]=[CH:21][CH:20]=[CH:19][C:15]=1[C:16](Cl)=[O:17].[Sn](Cl)(Cl)(Cl)Cl. Product: [CH3:1][O:2][C:3](=[O:12])[C:4]1[CH:9]=[CH:8][C:7]([O:10][CH3:11])=[C:6]([C:16](=[O:17])[C:15]2[CH:19]=[CH:20][CH:21]=[CH:22][C:14]=2[CH3:13])[CH:5]=1. The catalyst class is: 159. (5) Reactant: Br[CH2:2][C:3]#[N:4].[C:5](=[S:10])([O:7][CH2:8][CH3:9])[S-:6].[K+]. Product: [O:7]([CH2:8][CH3:9])[C:5]([S:10][CH2:2][C:3]#[N:4])=[S:6]. The catalyst class is: 40. (6) Reactant: [N:1]1[CH:6]=[CH:5][C:4]([CH2:7][C:8](=[O:10])[CH3:9])=[CH:3][CH:2]=1.[CH:11](=O)[C:12]1[CH:17]=[CH:16][CH:15]=[CH:14][CH:13]=1.N1CCCCC1. Product: [C:12]1([CH:11]=[C:7]([C:4]2[CH:5]=[CH:6][N:1]=[CH:2][CH:3]=2)[C:8](=[O:10])[CH3:9])[CH:17]=[CH:16][CH:15]=[CH:14][CH:13]=1. The catalyst class is: 48. (7) Reactant: [CH:1]1([N:4]2[C:8]([O:9][CH:10]([C:12]3[N:13]=[N:14][N:15]([C:17]4[CH:22]=[CH:21][CH:20]=[C:19](I)[CH:18]=4)[N:16]=3)[CH3:11])=[N:7][N:6]=[C:5]2[C:24]2[CH:29]=[CH:28][N:27]=[CH:26][CH:25]=2)[CH2:3][CH2:2]1.[CH3:30][N:31](C=O)C. Product: [CH:1]1([N:4]2[C:5]([C:24]3[CH:29]=[CH:28][N:27]=[CH:26][CH:25]=3)=[N:6][N:7]=[C:8]2[O:9][CH:10]([C:12]2[N:13]=[N:14][N:15]([C:17]3[CH:18]=[C:19]([CH:20]=[CH:21][CH:22]=3)[C:30]#[N:31])[N:16]=2)[CH3:11])[CH2:3][CH2:2]1. The catalyst class is: 507.